From a dataset of Catalyst prediction with 721,799 reactions and 888 catalyst types from USPTO. Predict which catalyst facilitates the given reaction. (1) Reactant: [C:1]([O:5][C:6]([N:8]1[CH2:12][C@H:11]([OH:13])[CH2:10][C@H:9]1[C:14]([O:16][CH3:17])=[O:15])=[O:7])([CH3:4])([CH3:3])[CH3:2].CI.[H-].[Na+].[C:22](=O)(O)[O-].[Na+]. Product: [C:1]([O:5][C:6]([N:8]1[CH2:12][C@H:11]([O:13][CH3:22])[CH2:10][C@H:9]1[C:14]([O:16][CH3:17])=[O:15])=[O:7])([CH3:4])([CH3:3])[CH3:2]. The catalyst class is: 204. (2) Reactant: [OH:1][C:2]1[CH:10]=[CH:9][CH:8]=[C:7]2[C:3]=1[CH:4]=[C:5]([CH3:11])[NH:6]2.[CH2:12]([O:19][C:20](=[O:23])[CH2:21]Br)[C:13]1[CH:18]=[CH:17][CH:16]=[CH:15][CH:14]=1.C(=O)([O-])[O-].[K+].[K+]. The catalyst class is: 21. Product: [CH2:12]([O:19][C:20](=[O:23])[CH2:21][O:1][C:2]1[CH:10]=[CH:9][CH:8]=[C:7]2[C:3]=1[CH:4]=[C:5]([CH3:11])[NH:6]2)[C:13]1[CH:18]=[CH:17][CH:16]=[CH:15][CH:14]=1. (3) Reactant: [NH2:1][CH2:2][C:3]1[C:4]([F:20])=[C:5]([O:10][C:11]2[CH:12]=[C:13]([CH:16]=[C:17]([Cl:19])[CH:18]=2)[C:14]#[N:15])[C:6]([Cl:9])=[CH:7][CH:8]=1.CCN(C(C)C)C(C)C.[NH:30]1[CH:34]=[CH:33][C:32]([C:35](O)=[O:36])=[N:31]1.CN(C(ON1N=NC2C=CC=NC1=2)=[N+](C)C)C.F[P-](F)(F)(F)(F)F. Product: [Cl:9][C:6]1[CH:7]=[CH:8][C:3]([CH2:2][NH:1][C:35]([C:32]2[CH:33]=[CH:34][NH:30][N:31]=2)=[O:36])=[C:4]([F:20])[C:5]=1[O:10][C:11]1[CH:12]=[C:13]([C:14]#[N:15])[CH:16]=[C:17]([Cl:19])[CH:18]=1. The catalyst class is: 121. (4) Reactant: Br[CH:2]([C:4]1[CH:22]=[CH:21][C:7]([C:8]([NH:10][CH:11]2[CH2:16][C:15]([CH3:18])([CH3:17])[NH:14][C:13]([CH3:20])([CH3:19])[CH2:12]2)=[O:9])=[CH:6][CH:5]=1)[CH3:3].[C:23]1([OH:29])[CH:28]=[CH:27][CH:26]=[CH:25][CH:24]=1.C([O-])([O-])=O.[K+].[K+]. Product: [O:29]([CH:2]([C:4]1[CH:22]=[CH:21][C:7]([C:8]([NH:10][CH:11]2[CH2:16][C:15]([CH3:18])([CH3:17])[NH:14][C:13]([CH3:20])([CH3:19])[CH2:12]2)=[O:9])=[CH:6][CH:5]=1)[CH3:3])[C:23]1[CH:28]=[CH:27][CH:26]=[CH:25][CH:24]=1. The catalyst class is: 10.